The task is: Predict which catalyst facilitates the given reaction.. This data is from Catalyst prediction with 721,799 reactions and 888 catalyst types from USPTO. (1) Reactant: [C:1]([NH:9][C:10]1[S:11][CH2:12][C@@H:13]2[C@@H:18]([C:19](N(OC)C)=[O:20])[O:17][CH2:16][C@:14]2([C:25]2[CH:30]=[C:29]([Br:31])[CH:28]=[CH:27][C:26]=2[F:32])[N:15]=1)(=[O:8])[C:2]1[CH:7]=[CH:6][CH:5]=[CH:4][CH:3]=1.[CH2:33]1COCC1. Product: [C:19]([C@@H:18]1[C@@H:13]2[C@@:14]([C:25]3[CH:30]=[C:29]([Br:31])[CH:28]=[CH:27][C:26]=3[F:32])([N:15]=[C:10]([NH:9][C:1](=[O:8])[C:2]3[CH:3]=[CH:4][CH:5]=[CH:6][CH:7]=3)[S:11][CH2:12]2)[CH2:16][O:17]1)(=[O:20])[CH3:33]. The catalyst class is: 775. (2) Reactant: [C:1]([O:4][CH2:5][CH3:6])(=[O:3])[CH3:2].[CH2:7](C1OC1)Cl.[OH2:12].[NH2:13]O. Product: [NH2:13][OH:12].[C:1]([O:4][CH2:5][CH3:6])(=[O:3])[CH:2]=[CH2:7]. The catalyst class is: 5. (3) Reactant: [O:1]=[C:2]([N:6]([CH2:18][C:19]1[CH:24]=[CH:23][C:22]([C:25]#[C:26][C:27]2[CH:32]=[CH:31][C:30]([O:33][CH2:34][CH2:35][CH2:36][CH2:37][CH3:38])=[CH:29][CH:28]=2)=[CH:21][CH:20]=1)[CH2:7][C:8]1[CH:13]=[CH:12][C:11]([C:14]([F:17])([F:16])[F:15])=[CH:10][CH:9]=1)[C:3]([OH:5])=[O:4]. Product: [O:1]=[C:2]([N:6]([CH2:18][C:19]1[CH:24]=[CH:23][C:22]([CH2:25][CH2:26][C:27]2[CH:32]=[CH:31][C:30]([O:33][CH2:34][CH2:35][CH2:36][CH2:37][CH3:38])=[CH:29][CH:28]=2)=[CH:21][CH:20]=1)[CH2:7][C:8]1[CH:13]=[CH:12][C:11]([C:14]([F:16])([F:17])[F:15])=[CH:10][CH:9]=1)[C:3]([OH:5])=[O:4]. The catalyst class is: 25.